This data is from Peptide-MHC class II binding affinity with 134,281 pairs from IEDB. The task is: Regression. Given a peptide amino acid sequence and an MHC pseudo amino acid sequence, predict their binding affinity value. This is MHC class II binding data. The peptide sequence is SGDVLWDIPTPKIIE. The MHC is HLA-DQA10201-DQB10301 with pseudo-sequence HLA-DQA10201-DQB10301. The binding affinity (normalized) is 0.358.